The task is: Predict which catalyst facilitates the given reaction.. This data is from Catalyst prediction with 721,799 reactions and 888 catalyst types from USPTO. (1) Reactant: [H-].[Na+].[Cl:3][C:4]1[C:5]([F:26])=[C:6]([NH:12][C:13]([NH:15][C:16](=[O:25])[C:17]2[C:22]([F:23])=[CH:21][CH:20]=[CH:19][C:18]=2[F:24])=[O:14])[CH:7]=[C:8]([Cl:11])[C:9]=1[F:10].Cl[CH2:28][N:29]([CH2:40]Cl)[C:30](=[O:39])[O:31][CH2:32][C:33]1[CH:38]=[CH:37][CH:36]=[CH:35][CH:34]=1.O. Product: [CH2:32]([O:31][C:30]([N:29]1[CH2:40][N:12]([C:6]2[CH:7]=[C:8]([Cl:11])[C:9]([F:10])=[C:4]([Cl:3])[C:5]=2[F:26])[C:13](=[O:14])[N:15]([C:16](=[O:25])[C:17]2[C:22]([F:23])=[CH:21][CH:20]=[CH:19][C:18]=2[F:24])[CH2:28]1)=[O:39])[C:33]1[CH:38]=[CH:37][CH:36]=[CH:35][CH:34]=1. The catalyst class is: 198. (2) Reactant: [Na].[N+:2]([NH:5][C:6]([NH2:8])=[NH:7])([O-:4])=[O:3].CC[O:11][C:12]([CH:14]1[C:19](=O)[CH2:18][CH2:17][CH2:16][CH2:15]1)=O. Product: [N+:2]([NH:5][C:6]1[NH:8][C:12](=[O:11])[C:14]2[CH2:19][CH2:18][CH2:17][CH2:16][C:15]=2[N:7]=1)([O-:4])=[O:3]. The catalyst class is: 5. (3) Reactant: [Br:1][C:2]1[C:7]([CH3:8])=[CH:6][C:5]([O:9]C)=[CH:4][C:3]=1[CH2:11][Br:12].B(Br)(Br)Br.CO. Product: [Br:1][C:2]1[C:7]([CH3:8])=[CH:6][C:5]([OH:9])=[CH:4][C:3]=1[CH2:11][Br:12]. The catalyst class is: 4.